This data is from Full USPTO retrosynthesis dataset with 1.9M reactions from patents (1976-2016). The task is: Predict the reactants needed to synthesize the given product. (1) Given the product [CH3:6][O:5][C:3](=[O:4])[CH2:2][S:1][CH2:9][CH2:8][C:7]([O:11][CH3:12])=[O:10], predict the reactants needed to synthesize it. The reactants are: [SH:1][CH2:2][C:3]([O:5][CH3:6])=[O:4].[C:7]([O:11][CH3:12])(=[O:10])[CH:8]=[CH2:9]. (2) Given the product [Cl:31][C:22]1[N:23]=[C:24]([N:25]2[CH2:26][CH2:27][O:28][CH2:29][CH2:30]2)[C:19]2[S:18][C:17]([CH2:16][N:12]3[CH2:13][CH2:14][CH:9]([N:8]4[CH2:40][CH2:41][O:42][CH2:43][CH2:15]4)[CH2:10][CH2:11]3)=[N:32][C:20]=2[N:21]=1, predict the reactants needed to synthesize it. The reactants are: C(OC([N:8]1[CH2:15][CH:14]2[CH:10]([CH2:11][N:12]([CH2:16][C:17]3[S:18][C:19]4[C:24]([N:25]5[CH2:30][CH2:29][O:28][CH2:27][CH2:26]5)=[N:23][C:22]([Cl:31])=[N:21][C:20]=4[N:32]=3)[CH2:13]2)[CH2:9]1)=O)(C)(C)C.N1CCC(N2C[CH2:43][O:42][CH2:41][CH2:40]2)CC1. (3) Given the product [Cl:38][C:35]1[CH:34]=[CH:33][C:32]([C:25]2[CH2:26][C:27]([CH3:30])([CH3:31])[CH2:28][CH2:29][C:24]=2[CH2:23][N:20]2[CH2:19][CH2:18][N:17]([C:15]3[CH:14]=[CH:13][C:7]([C:8]([O:10][CH2:11][CH3:12])=[O:9])=[C:6]([O:5][C:4]4[CH:39]=[CH:40][CH:41]=[C:2]([O:1][CH2:42][O:43][CH3:44])[CH:3]=4)[CH:16]=3)[CH2:22][CH2:21]2)=[CH:37][CH:36]=1, predict the reactants needed to synthesize it. The reactants are: [OH:1][C:2]1[CH:3]=[C:4]([CH:39]=[CH:40][CH:41]=1)[O:5][C:6]1[CH:16]=[C:15]([N:17]2[CH2:22][CH2:21][N:20]([CH2:23][C:24]3[CH2:29][CH2:28][C:27]([CH3:31])([CH3:30])[CH2:26][C:25]=3[C:32]3[CH:37]=[CH:36][C:35]([Cl:38])=[CH:34][CH:33]=3)[CH2:19][CH2:18]2)[CH:14]=[CH:13][C:7]=1[C:8]([O:10][CH2:11][CH3:12])=[O:9].[CH3:42][O:43][CH2:44]Cl.C(=O)([O-])[O-].[Cs+].[Cs+]. (4) Given the product [CH2:7]([O:14][C:15]1[CH:20]=[CH:19][C:18]([CH:21]([CH:27]([C:28]2[CH:33]=[CH:32][C:31]([O:34][CH2:35][C:36]3[CH:41]=[CH:40][CH:39]=[CH:38][CH:37]=3)=[C:30]([O:42][CH3:43])[CH:29]=2)[C:44]2[CH:49]=[CH:48][C:47]([O:50][CH2:51][C:52]3[CH:57]=[CH:56][CH:55]=[CH:54][CH:53]=3)=[C:46]([O:58][CH3:59])[CH:45]=2)[CH2:22][OH:23])=[CH:17][C:16]=1[O:60][CH3:61])[C:8]1[CH:13]=[CH:12][CH:11]=[CH:10][CH:9]=1, predict the reactants needed to synthesize it. The reactants are: [H-].[Al+3].[Li+].[H-].[H-].[H-].[CH2:7]([O:14][C:15]1[CH:20]=[CH:19][C:18]([CH:21]([CH:27]([C:44]2[CH:49]=[CH:48][C:47]([O:50][CH2:51][C:52]3[CH:57]=[CH:56][CH:55]=[CH:54][CH:53]=3)=[C:46]([O:58][CH3:59])[CH:45]=2)[C:28]2[CH:33]=[CH:32][C:31]([O:34][CH2:35][C:36]3[CH:41]=[CH:40][CH:39]=[CH:38][CH:37]=3)=[C:30]([O:42][CH3:43])[CH:29]=2)[C:22](OCC)=[O:23])=[CH:17][C:16]=1[O:60][CH3:61])[C:8]1[CH:13]=[CH:12][CH:11]=[CH:10][CH:9]=1. (5) Given the product [Cl:11][C:10]([CH:4]1[O:5][C:1](=[O:6])[CH2:2][CH2:3]1)=[C:9]([Cl:13])[Cl:8], predict the reactants needed to synthesize it. The reactants are: [C:1]1(=[O:6])[O:5][CH2:4][CH2:3][CH2:2]1.Cl.[Cl:8][C:9]([Cl:13])=[C:10](Cl)[Cl:11]. (6) Given the product [F:28][C@H:12]1[C@H:13]2[N:14]=[C:15]([NH:19][CH3:20])[S:16][C@H:17]2[O:18][C@H:10]([CH2:9][OH:8])[C@H:11]1[OH:29], predict the reactants needed to synthesize it. The reactants are: [Si]([O:8][CH2:9][C@H:10]1[O:18][C@H:17]2[C@H:13]([N:14]=[C:15]([N:19](C)[C:20](=O)OC(C)(C)C)[S:16]2)[C@H:12]([F:28])[C@@H:11]1[OH:29])(C(C)(C)C)(C)C.Cl.